From a dataset of Reaction yield outcomes from USPTO patents with 853,638 reactions. Predict the reaction yield, written as a fraction of the theoretical maximum amount of product (1.0 means a 100% yield; for example, 0.34 means a 34% yield). (1) The reactants are Br[C:2]1[C:11]2[C:6](=[CH:7][CH:8]=[CH:9][CH:10]=2)[C:5]([C:12]#[N:13])=[N:4][CH:3]=1.[CH3:14][O:15][C:16]1[CH:23]=[C:22]([O:24][CH3:25])[CH:21]=[CH:20][C:17]=1[CH2:18][NH2:19]. The catalyst is C(#N)C. The product is [CH3:14][O:15][C:16]1[CH:23]=[C:22]([O:24][CH3:25])[CH:21]=[CH:20][C:17]=1[CH2:18][NH:19][C:2]1[C:11]2[C:6](=[CH:7][CH:8]=[CH:9][CH:10]=2)[C:5]([C:12]#[N:13])=[N:4][CH:3]=1. The yield is 0.300. (2) The reactants are [CH3:1][C:2]1[N:3]([C:8]2[CH:13]=[CH:12][CH:11]=[C:10]([CH3:14])[N:9]=2)[C:4]([CH3:7])=[CH:5][CH:6]=1.[Li][CH2:16]CCC.CI. The catalyst is C1COCC1. The product is [CH3:7][C:4]1[N:3]([C:8]2[CH:13]=[CH:12][CH:11]=[C:10]([CH2:14][CH3:16])[N:9]=2)[C:2]([CH3:1])=[CH:6][CH:5]=1. The yield is 0.600. (3) The reactants are [F:1][C:2]([F:11])([F:10])[C:3]#[C:4][C:5]([O:7][CH2:8][CH3:9])=[O:6].[N+:12](=[CH:14][C:15]([O:17][CH2:18][CH3:19])=[O:16])=[N-:13]. The catalyst is CCOCC. The product is [F:1][C:2]([F:10])([F:11])[C:3]1[C:14]([C:15]([O:17][CH2:18][CH3:19])=[O:16])=[N:12][NH:13][C:4]=1[C:5]([O:7][CH2:8][CH3:9])=[O:6]. The yield is 0.590. (4) The product is [N:31]([CH2:4][CH:3]([OH:28])[CH2:2][CH2:1][C:5]1[S:9][C:8]([C:10]([O:12][CH2:13][CH3:14])=[O:11])=[N:7][N:6]=1)=[N+:32]=[N-:33]. The reactants are [CH2:1]([C:5]1[S:9][C:8]([C:10]([O:12][CH2:13][CH3:14])=[O:11])=[N:7][N:6]=1)[CH2:2][CH:3]=[CH2:4].C([O-])(O)=O.[Na+].ClC1C=CC=C(C(OO)=[O:28])C=1.[N-:31]=[N+:32]=[N-:33].[Na+]. The yield is 0.260. The catalyst is CN(C=O)C.O.C(Cl)Cl.O. (5) The reactants are [C:1]([C:3]1[CH:4]=[C:5]([CH:9]=[CH:10][C:11]=1[F:12])[C:6]([OH:8])=[O:7])#[N:2].[C:13](Cl)(=O)C. The catalyst is CO. The product is [CH3:13][O:7][C:6](=[O:8])[C:5]1[CH:9]=[CH:10][C:11]([F:12])=[C:3]([C:1]#[N:2])[CH:4]=1. The yield is 0.781.